From a dataset of NCI-60 drug combinations with 297,098 pairs across 59 cell lines. Regression. Given two drug SMILES strings and cell line genomic features, predict the synergy score measuring deviation from expected non-interaction effect. (1) Drug 1: N.N.Cl[Pt+2]Cl. Drug 2: CC1C(C(CC(O1)OC2CC(CC3=C2C(=C4C(=C3O)C(=O)C5=CC=CC=C5C4=O)O)(C(=O)C)O)N)O. Cell line: NCI-H460. Synergy scores: CSS=40.6, Synergy_ZIP=0.667, Synergy_Bliss=-0.778, Synergy_Loewe=-20.3, Synergy_HSA=0.0636. (2) Drug 1: C1=NC(=NC(=O)N1C2C(C(C(O2)CO)O)O)N. Drug 2: CN(CCCl)CCCl.Cl. Cell line: ACHN. Synergy scores: CSS=36.1, Synergy_ZIP=-0.431, Synergy_Bliss=-0.0877, Synergy_Loewe=-7.98, Synergy_HSA=2.59.